This data is from Reaction yield outcomes from USPTO patents with 853,638 reactions. The task is: Predict the reaction yield, written as a fraction of the theoretical maximum amount of product (1.0 means a 100% yield; for example, 0.34 means a 34% yield). (1) The reactants are [CH3:1][O:2][C:3]1[CH:18]=[C:17]([CH2:19][NH:20][CH2:21][CH2:22][CH:23]2[CH2:28][CH2:27][O:26][CH2:25][CH2:24]2)[CH:16]=[CH:15][C:4]=1[O:5][C:6]1[CH:14]=[CH:13][C:9]([C:10]([NH2:12])=[O:11])=[CH:8][N:7]=1.[CH3:29][S:30]([OH:33])(=[O:32])=[O:31]. The catalyst is C1COCC1.CO. The product is [CH3:29][S:30]([OH:33])(=[O:32])=[O:31].[CH3:1][O:2][C:3]1[CH:18]=[C:17]([CH2:19][NH:20][CH2:21][CH2:22][CH:23]2[CH2:24][CH2:25][O:26][CH2:27][CH2:28]2)[CH:16]=[CH:15][C:4]=1[O:5][C:6]1[CH:14]=[CH:13][C:9]([C:10]([NH2:12])=[O:11])=[CH:8][N:7]=1. The yield is 1.00. (2) The reactants are [Br:1][C:2]1[CH:7]=[C:6]([F:8])[CH:5]=[CH:4][C:3]=1[CH:9]1[C:14]([C:15]([O:17][CH2:18][CH3:19])=[O:16])=[C:13]([CH2:20]Br)[NH:12][C:11]([C:22]2[N:26]=[CH:25][N:24]([CH2:27][C:28]([O:30][CH2:31][CH3:32])=[O:29])[N:23]=2)=[N:10]1.Cl.[NH:34]1[CH2:39][CH2:38][O:37][CH:36]([C:40]([OH:42])=[O:41])[CH2:35]1. No catalyst specified. The product is [Br:1][C:2]1[CH:7]=[C:6]([F:8])[CH:5]=[CH:4][C:3]=1[CH:9]1[N:10]=[C:11]([C:22]2[N:26]=[CH:25][N:24]([CH2:27][C:28]([O:30][CH2:31][CH3:32])=[O:29])[N:23]=2)[NH:12][C:13]([CH2:20][N:34]2[CH2:39][CH2:38][O:37][CH:36]([C:40]([OH:42])=[O:41])[CH2:35]2)=[C:14]1[C:15]([O:17][CH2:18][CH3:19])=[O:16]. The yield is 0.200. (3) The reactants are [F:1][C:2]([F:33])([F:32])[CH2:3][CH2:4][S:5]([O:8][C:9]1[CH:14]=[CH:13][C:12]([C:15]2[N:19]([C:20]3[CH:25]=[CH:24][C:23]([Cl:26])=[CH:22][C:21]=3[CH3:27])[N:18]=[C:17]([C:28](Cl)=[O:29])[C:16]=2[CH3:31])=[CH:11][CH:10]=1)(=[O:7])=[O:6].Cl.[N:35]1([NH2:41])[CH2:40][CH2:39][CH2:38][CH2:37][CH2:36]1. The catalyst is C(Cl)Cl.C(Cl)Cl.C([O-])([O-])=O.[K+].[K+]. The product is [F:1][C:2]([F:33])([F:32])[CH2:3][CH2:4][S:5]([O:8][C:9]1[CH:10]=[CH:11][C:12]([C:15]2[N:19]([C:20]3[CH:25]=[CH:24][C:23]([Cl:26])=[CH:22][C:21]=3[CH3:27])[N:18]=[C:17]([C:28]([NH:41][N:35]3[CH2:40][CH2:39][CH2:38][CH2:37][CH2:36]3)=[O:29])[C:16]=2[CH3:31])=[CH:13][CH:14]=1)(=[O:7])=[O:6]. The yield is 0.510.